From a dataset of Reaction yield outcomes from USPTO patents with 853,638 reactions. Predict the reaction yield, written as a fraction of the theoretical maximum amount of product (1.0 means a 100% yield; for example, 0.34 means a 34% yield). The reactants are [C:1]([O:5][C:6]([CH3:9])([CH3:8])[CH3:7])(=[O:4])[NH:2][NH2:3].[Cl:10][C:11]1[CH:12]=[C:13]([CH:16]=[CH:17][C:18]=1[Cl:19])[CH:14]=O. The catalyst is C(OCC)(=O)C. The product is [Cl:10][C:11]1[CH:12]=[C:13]([CH:14]=[N:3][NH:2][C:1]([O:5][C:6]([CH3:9])([CH3:8])[CH3:7])=[O:4])[CH:16]=[CH:17][C:18]=1[Cl:19]. The yield is 0.924.